Dataset: Catalyst prediction with 721,799 reactions and 888 catalyst types from USPTO. Task: Predict which catalyst facilitates the given reaction. Reactant: [OH:1]O.[Cl:3][C:4]1[C:9](B(O)O)=[CH:8][CH:7]=[C:6]([Cl:13])[N:5]=1. Product: [Cl:3][C:4]1[C:9]([OH:1])=[CH:8][CH:7]=[C:6]([Cl:13])[N:5]=1. The catalyst class is: 2.